Dataset: Full USPTO retrosynthesis dataset with 1.9M reactions from patents (1976-2016). Task: Predict the reactants needed to synthesize the given product. (1) Given the product [NH2:1][C:2]1[N:7]=[C:6]([N:8]2[C:16]3[C:11](=[CH:12][CH:13]=[C:14]([C:17]#[C:18][C:19]([OH:25])([CH3:24])[C:20]([NH:30][CH3:29])=[O:21])[CH:15]=3)[C:10]([CH3:27])([CH3:26])[CH2:9]2)[C:5]([Cl:28])=[CH:4][N:3]=1, predict the reactants needed to synthesize it. The reactants are: [NH2:1][C:2]1[N:7]=[C:6]([N:8]2[C:16]3[C:11](=[CH:12][CH:13]=[C:14]([C:17]#[C:18][C:19]([OH:25])([CH3:24])[C:20](OC)=[O:21])[CH:15]=3)[C:10]([CH3:27])([CH3:26])[CH2:9]2)[C:5]([Cl:28])=[CH:4][N:3]=1.[CH3:29][NH2:30]. (2) Given the product [S:1]1[C:5]2[CH:6]=[CH:7][CH:8]=[CH:9][C:4]=2[C:3]([N:10]2[CH2:15][CH2:14][N:13]([CH2:16][CH2:17][C:18]3[CH:19]=[C:20]4[C:24](=[CH:25][CH:26]=3)[C:23]([CH3:28])([CH3:27])[CH:22]([NH:29][CH2:30][CH3:31])[CH2:21]4)[CH2:12][CH2:11]2)=[N:2]1, predict the reactants needed to synthesize it. The reactants are: [S:1]1[C:5]2[CH:6]=[CH:7][CH:8]=[CH:9][C:4]=2[C:3]([N:10]2[CH2:15][CH2:14][N:13]([CH2:16][CH2:17][C:18]3[CH:19]=[C:20]4[C:24](=[CH:25][CH:26]=3)[C:23]([CH3:28])([CH3:27])[CH:22]([NH:29][C:30](=O)[CH3:31])[CH2:21]4)[CH2:12][CH2:11]2)=[N:2]1. (3) Given the product [CH3:1][C:2]1[N:3]=[C:4]([CH3:30])[N:5]2[C:10]=1[C:9]([O:11][C:12]1[CH:17]=[C:16]([O:18][CH3:19])[C:15]([O:20][CH3:21])=[C:14]([O:22][CH3:23])[CH:13]=1)=[N:8][C:7]([C:24]1[CH:25]=[N+:26]([O-:39])[CH:27]=[CH:28][CH:29]=1)=[N:6]2, predict the reactants needed to synthesize it. The reactants are: [CH3:1][C:2]1[N:3]=[C:4]([CH3:30])[N:5]2[C:10]=1[C:9]([O:11][C:12]1[CH:17]=[C:16]([O:18][CH3:19])[C:15]([O:20][CH3:21])=[C:14]([O:22][CH3:23])[CH:13]=1)=[N:8][C:7]([C:24]1[CH:25]=[N:26][CH:27]=[CH:28][CH:29]=1)=[N:6]2.ClC1C=CC=C(C(OO)=[O:39])C=1.